This data is from Forward reaction prediction with 1.9M reactions from USPTO patents (1976-2016). The task is: Predict the product of the given reaction. (1) Given the reactants [C:1]([C:4]1[CH:8]=[C:7]([CH3:9])[N:6]([CH2:10][CH2:11]O)[N:5]=1)(=[O:3])[CH3:2].C1(P(C2C=CC=CC=2)C2C=CC=CC=2)C=CC=CC=1.[SH:32][C:33]1[N:37]([CH3:38])[N:36]=[N:35][N:34]=1.CCOC(/N=N/C(OCC)=O)=O, predict the reaction product. The product is: [C:1]([C:4]1[CH:8]=[C:7]([CH3:9])[N:6]([CH2:10][CH2:11][S:32][C:33]2[N:37]([CH3:38])[N:36]=[N:35][N:34]=2)[N:5]=1)(=[O:3])[CH3:2]. (2) Given the reactants [CH3:1][O:2][C:3]1[CH:8]=[CH:7][CH:6]=[CH:5][C:4]=1[NH:9][C:10](=[O:16])[O:11][C:12]([CH3:15])([CH3:14])[CH3:13].[Li]C(C)(C)C.[F:22][C:23]([F:35])([F:34])[C:24]1[CH:25]=[CH:26][C:27]([C:30](OC)=[O:31])=[N:28][CH:29]=1, predict the reaction product. The product is: [C:12]([O:11][C:10](=[O:16])[NH:9][C:4]1[C:5]([C:30](=[O:31])[C:27]2[CH:26]=[CH:25][C:24]([C:23]([F:34])([F:22])[F:35])=[CH:29][N:28]=2)=[CH:6][CH:7]=[CH:8][C:3]=1[O:2][CH3:1])([CH3:13])([CH3:15])[CH3:14]. (3) Given the reactants [CH3:1][S:2]([C:5]1[CH:6]=[CH:7][C:8]([S:14][CH2:15][C:16]([F:19])([F:18])[F:17])=[C:9]([CH:13]=1)[C:10]([OH:12])=O)(=[O:4])=[O:3].[N:20]1([C:26]2[N:31]=[CH:30][C:29]([C:32]([F:35])([F:34])[F:33])=[CH:28][N:27]=2)[CH2:25][CH2:24][NH:23][CH2:22][CH2:21]1, predict the reaction product. The product is: [CH3:1][S:2]([C:5]1[CH:6]=[CH:7][C:8]([S:14][CH2:15][C:16]([F:19])([F:18])[F:17])=[C:9]([C:10]([N:23]2[CH2:24][CH2:25][N:20]([C:26]3[N:27]=[CH:28][C:29]([C:32]([F:35])([F:33])[F:34])=[CH:30][N:31]=3)[CH2:21][CH2:22]2)=[O:12])[CH:13]=1)(=[O:3])=[O:4]. (4) The product is: [C:1]([O:5][C:6]([N:8]1[CH2:13][CH2:12][N:11]([C:14]2[N:22]([C:23]3[CH:28]=[CH:27][CH:26]=[CH:25][C:24]=3[CH:29]=[CH2:30])[C:21]3[C:20](=[O:31])[N:19]([CH2:32][O:33][C:34](=[O:39])[C:35]([CH3:38])([CH3:37])[CH3:36])[C:18](=[O:40])[N:17]([CH2:42][C:43]([O:45][CH2:46][CH3:47])=[O:44])[C:16]=3[N:15]=2)[CH2:10][CH2:9]1)=[O:7])([CH3:2])([CH3:4])[CH3:3]. Given the reactants [C:1]([O:5][C:6]([N:8]1[CH2:13][CH2:12][N:11]([C:14]2[N:22]([C:23]3[CH:28]=[CH:27][CH:26]=[CH:25][C:24]=3[CH:29]=[CH2:30])[C:21]3[C:20](=[O:31])[N:19]([CH2:32][O:33][C:34](=[O:39])[C:35]([CH3:38])([CH3:37])[CH3:36])[C:18](=[O:40])[NH:17][C:16]=3[N:15]=2)[CH2:10][CH2:9]1)=[O:7])([CH3:4])([CH3:3])[CH3:2].Br[CH2:42][C:43]([O:45][CH2:46][CH3:47])=[O:44].C(=O)([O-])[O-].[K+].[K+], predict the reaction product. (5) Given the reactants [NH2:1][CH:2]1[N:8]=[C:7]([C:9]2[CH:16]=[CH:15][C:12]([C:13]#[N:14])=[CH:11][CH:10]=2)[C:6]2[CH:17]=[CH:18][CH:19]=[CH:20][C:5]=2[C:4]2[C:21]([CH3:24])=[N:22][O:23][C:3]1=2.[C:25](OC(=O)C)(=[O:27])[CH3:26].C(N(CC)CC)C, predict the reaction product. The product is: [C:13]([C:12]1[CH:11]=[CH:10][C:9]([C:7]2[C:6]3[CH:17]=[CH:18][CH:19]=[CH:20][C:5]=3[C:4]3[C:21]([CH3:24])=[N:22][O:23][C:3]=3[CH:2]([NH:1][C:25](=[O:27])[CH3:26])[N:8]=2)=[CH:16][CH:15]=1)#[N:14]. (6) Given the reactants Cl[C:2]1[N:3]=[C:4]([C:15]2[CH:16]=[N:17][CH:18]=[CH:19][CH:20]=2)[C:5]([C:8]2[CH:13]=[CH:12][N:11]=[CH:10][C:9]=2[F:14])=[N:6][CH:7]=1.Cl.[F:22][C:23]([F:28])([F:27])[CH:24]([NH2:26])[CH3:25].C(=O)([O-])[O-].[Cs+].[Cs+].C1C=CC(P(C2C(C3C(P(C4C=CC=CC=4)C4C=CC=CC=4)=CC=C4C=3C=CC=C4)=C3C(C=CC=C3)=CC=2)C2C=CC=CC=2)=CC=1, predict the reaction product. The product is: [F:14][C:9]1[CH:10]=[N:11][CH:12]=[CH:13][C:8]=1[C:5]1[N:6]=[CH:7][C:2]([NH:26][CH:24]([CH3:25])[C:23]([F:28])([F:27])[F:22])=[N:3][C:4]=1[C:15]1[CH:16]=[N:17][CH:18]=[CH:19][CH:20]=1. (7) Given the reactants N#N.[Br:3][C:4]1[CH:9]=[CH:8][C:7]([CH2:10][C@@H:11]([NH:22]C(=O)OC(C)(C)C)[C:12]2[NH:16][C:15]3[CH:17]=[CH:18][C:19]([CH3:21])=[CH:20][C:14]=3[N:13]=2)=[CH:6][CH:5]=1.[ClH:30], predict the reaction product. The product is: [ClH:30].[ClH:30].[Br:3][C:4]1[CH:9]=[CH:8][C:7]([CH2:10][C@H:11]([C:12]2[NH:16][C:15]3[CH:17]=[CH:18][C:19]([CH3:21])=[CH:20][C:14]=3[N:13]=2)[NH2:22])=[CH:6][CH:5]=1.